The task is: Binary Classification. Given a drug SMILES string, predict its activity (active/inactive) in a high-throughput screening assay against a specified biological target.. This data is from M1 muscarinic receptor antagonist screen with 61,756 compounds. The molecule is S(CC(=O)N1CCOCC1)c1nn2c(nnc2c2sccc2)cc1. The result is 0 (inactive).